This data is from Catalyst prediction with 721,799 reactions and 888 catalyst types from USPTO. The task is: Predict which catalyst facilitates the given reaction. (1) Reactant: P(Cl)(Cl)(Cl)=O.[F:6][C:7]1[CH:36]=[C:35]([F:37])[CH:34]=[CH:33][C:8]=1[CH2:9][N:10]1[C:14]2=[N:15][CH:16]=[CH:17][CH:18]=[C:13]2[C:12]([C:19]2[N:20]=[N:21][C:22]([C:26]([CH3:32])([CH3:31])[C:27]([O:29]C)=O)=[C:23](O)[N:24]=2)=[N:11]1.[NH3:38]. Product: [F:6][C:7]1[CH:36]=[C:35]([F:37])[CH:34]=[CH:33][C:8]=1[CH2:9][N:10]1[C:14]2=[N:15][CH:16]=[CH:17][CH:18]=[C:13]2[C:12]([C:19]2[N:20]=[N:21][C:22]3[C:26]([CH3:32])([CH3:31])[C:27](=[O:29])[NH:38][C:23]=3[N:24]=2)=[N:11]1. The catalyst class is: 10. (2) Reactant: [NH2:1][C:2]1[N:10]=[CH:9][N:8]=[C:7]2[C:3]=1[N:4]=[CH:5][N:6]2[C@H:11]1[C@@H:15]2[O:16][C:17]([CH3:20])([CH3:19])[O:18][C@@H:14]2[C@@H:13]([CH2:21][N:22]([CH2:32][CH3:33])[CH:23]2[CH2:26][CH:25]([CH2:27][CH2:28][C:29](O)=[O:30])[CH2:24]2)[O:12]1.C1C=NC2N(O)N=NC=2C=1.CN(C(ON1N=NC2C=CC=NC1=2)=[N+](C)C)C.F[P-](F)(F)(F)(F)F.[C:68]([C:72]1[CH:73]=[C:74]([NH2:79])[C:75]([NH2:78])=[CH:76][CH:77]=1)([CH3:71])([CH3:70])[CH3:69]. Product: [NH2:79][C:74]1[CH:73]=[C:72]([C:68]([CH3:71])([CH3:69])[CH3:70])[CH:77]=[CH:76][C:75]=1[NH:78][C:29](=[O:30])[CH2:28][CH2:27][CH:25]1[CH2:26][CH:23]([N:22]([CH2:21][C@@H:13]2[C@@H:14]3[C@@H:15]([O:16][C:17]([CH3:19])([CH3:20])[O:18]3)[C@H:11]([N:6]3[CH:5]=[N:4][C:3]4[C:7]3=[N:8][CH:9]=[N:10][C:2]=4[NH2:1])[O:12]2)[CH2:32][CH3:33])[CH2:24]1. The catalyst class is: 34. (3) Reactant: [F:1][C:2]([F:25])([F:24])[O:3][C:4]1[CH:9]=[CH:8][C:7]([C:10]2[C:18]3[C:13](=[CH:14][CH:15]=[CH:16][CH:17]=3)[NH:12][C:11]=2[C:19]([O:21]CC)=O)=[CH:6][CH:5]=1.O.NN.N1C2C(=CC=CC=2)C=C1C([NH:40][NH2:41])=O. Product: [F:24][C:2]([F:25])([F:1])[O:3][C:4]1[CH:5]=[CH:6][C:7]([C:10]2[C:18]3[C:13](=[CH:14][CH:15]=[CH:16][CH:17]=3)[NH:12][C:11]=2[C:19]([NH:40][NH2:41])=[O:21])=[CH:8][CH:9]=1. The catalyst class is: 8. (4) Reactant: [OH:1][C@@H:2]1[CH2:6][CH2:5][NH:4][CH2:3]1.[C:7](O[C:7]([O:9][C:10]([CH3:13])([CH3:12])[CH3:11])=[O:8])([O:9][C:10]([CH3:13])([CH3:12])[CH3:11])=[O:8]. Product: [OH:1][C@@H:2]1[CH2:6][CH2:5][N:4]([C:7]([O:9][C:10]([CH3:13])([CH3:12])[CH3:11])=[O:8])[CH2:3]1. The catalyst class is: 2. (5) Reactant: [NH2:1][C:2]1[CH:3]=[C:4]([CH:21]=[CH:22][CH:23]=1)[O:5][C:6]1[CH:18]=[CH:17][C:9]2[N:10]=[C:11]([NH:13][C:14](=[O:16])[CH3:15])[S:12][C:8]=2[C:7]=1[C:19]#[N:20].[C:24]([C:28]1[CH:32]=[C:31]([NH:33][C:34](=O)[O:35]CC(Cl)(Cl)Cl)[N:30]([C:42]2[CH:47]=[CH:46][CH:45]=[CH:44][CH:43]=2)[N:29]=1)([CH3:27])([CH3:26])[CH3:25].C(N(CC)CC)C. Product: [C:24]([C:28]1[CH:32]=[C:31]([NH:33][C:34]([NH:1][C:2]2[CH:3]=[C:4]([CH:21]=[CH:22][CH:23]=2)[O:5][C:6]2[CH:18]=[CH:17][C:9]3[N:10]=[C:11]([NH:13][C:14](=[O:16])[CH3:15])[S:12][C:8]=3[C:7]=2[C:19]#[N:20])=[O:35])[N:30]([C:42]2[CH:47]=[CH:46][CH:45]=[CH:44][CH:43]=2)[N:29]=1)([CH3:27])([CH3:25])[CH3:26]. The catalyst class is: 148. (6) Reactant: S(=O)(=O)(O)O.[CH2:6]([N:13]1[CH2:18][CH2:17][C:16](=[O:19])[CH2:15][CH2:14]1)[C:7]1[CH:12]=[CH:11][CH:10]=[CH:9][CH:8]=1.[N-:20]=[N+]=[N-].[Na+].[OH-].[Na+]. Product: [CH2:6]([N:13]1[CH2:18][CH2:17][C:16](=[O:19])[NH:20][CH2:15][CH2:14]1)[C:7]1[CH:12]=[CH:11][CH:10]=[CH:9][CH:8]=1. The catalyst class is: 15. (7) Reactant: [OH:1][C:2]1[C:10]([O:11][CH2:12][CH2:13][CH2:14][CH2:15][CH2:16]CCCC)=[CH:9][C:5]([C:6]([OH:8])=O)=[CH:4][C:3]=1[O:21][CH2:22][CH2:23][CH2:24][CH2:25][CH2:26]CCCC.[Cl:31][C:32]1[CH:37]=[CH:36][C:35]([C:38](=[O:46])[CH2:39][N:40]2[CH2:45][CH2:44][NH:43][CH2:42][CH2:41]2)=[CH:34][CH:33]=1.CCN=C=NCCCN(C)C.C1C=CC2N(O)N=NC=2C=1.C([O-])(O)=O.[Na+]. Product: [Cl:31][C:32]1[CH:37]=[CH:36][C:35]([C:38](=[O:46])[CH2:39][N:40]2[CH2:41][CH2:42][N:43]([C:6](=[O:8])[C:5]3[CH:4]=[C:3]([O:21][CH2:22][CH2:23][CH2:24][CH2:25][CH3:26])[C:2]([OH:1])=[C:10]([O:11][CH2:12][CH2:13][CH2:14][CH2:15][CH3:16])[CH:9]=3)[CH2:44][CH2:45]2)=[CH:34][CH:33]=1. The catalyst class is: 23. (8) Reactant: Br[C:2]1[N:3]([CH3:23])[C:4]([C:13]2[S:14][C:15]3[N:16]=[CH:17][N:18]=[C:19]([NH2:22])[C:20]=3[N:21]=2)=[C:5]([C:7]2[CH:12]=[CH:11][CH:10]=[CH:9][CH:8]=2)[N:6]=1.[CH3:24][Si:25]([C:28]#[CH:29])([CH3:27])[CH3:26].C(N(CC)CC)C. Product: [CH3:23][N:3]1[C:4]([C:13]2[S:14][C:15]3[N:16]=[CH:17][N:18]=[C:19]([NH2:22])[C:20]=3[N:21]=2)=[C:5]([C:7]2[CH:12]=[CH:11][CH:10]=[CH:9][CH:8]=2)[N:6]=[C:2]1[C:29]#[C:28][Si:25]([CH3:27])([CH3:26])[CH3:24]. The catalyst class is: 122.